From a dataset of Forward reaction prediction with 1.9M reactions from USPTO patents (1976-2016). Predict the product of the given reaction. Given the reactants [O:1]=[C:2]([CH2:7][CH3:8])[C:3]([O:5][CH3:6])=[O:4].[Br:9]Br, predict the reaction product. The product is: [Br:9][CH:7]([CH3:8])[C:2](=[O:1])[C:3]([O:5][CH3:6])=[O:4].